Dataset: Full USPTO retrosynthesis dataset with 1.9M reactions from patents (1976-2016). Task: Predict the reactants needed to synthesize the given product. (1) Given the product [CH3:23][C:24]1[C:32]([C:33](=[O:34])[CH2:16][C:15]([O:18][C:19]([CH3:22])([CH3:21])[CH3:20])=[O:17])=[C:27]2[CH:28]=[CH:29][CH:30]=[CH:31][N:26]2[N:25]=1, predict the reactants needed to synthesize it. The reactants are: C(N(CC)C(C)C)(C)C.C([Li])CCC.[C:15]([O:18][C:19]([CH3:22])([CH3:21])[CH3:20])(=[O:17])[CH3:16].[CH3:23][C:24]1[C:32]([C:33](OCC)=[O:34])=[C:27]2[CH:28]=[CH:29][CH:30]=[CH:31][N:26]2[N:25]=1.[Cl-].[NH4+]. (2) Given the product [C:20]([O:19][C:17]([NH:16][C@@H:12]([CH2:11][CH2:10][CH2:9][C:8]#[N:7])[C:13]([OH:15])=[O:14])=[O:18])([CH3:23])([CH3:22])[CH3:21], predict the reactants needed to synthesize it. The reactants are: [OH-].[Na+].FC(F)(F)C([NH:7][CH2:8][CH2:9][CH2:10][CH2:11][C@H:12]([NH:16][C:17]([O:19][C:20]([CH3:23])([CH3:22])[CH3:21])=[O:18])[C:13]([OH:15])=[O:14])=O.S(OOS([O-])(=O)=O)([O-])(=O)=O.[Na+].[Na+].S([O-])([O-])=O.[Na+].[Na+].Cl. (3) The reactants are: P(Br)(Br)[Br:2].[I:5][C:6]1[C:13]([I:14])=[CH:12][C:11]([I:15])=[CH:10][C:7]=1[CH2:8]O.O.C(Cl)Cl. Given the product [I:5][C:6]1[C:13]([I:14])=[CH:12][C:11]([I:15])=[CH:10][C:7]=1[CH2:8][Br:2], predict the reactants needed to synthesize it. (4) Given the product [Cl:34][C:8]1[C:9]([CH2:14][O:15][C:16]2[C:24]3[N:23]=[C:22]([O:25][CH3:26])[N:21]([CH2:27][C:28]4[CH:33]=[CH:32][CH:31]=[CH:30][N:29]=4)[C:20]=3[CH:19]=[CH:18][CH:17]=2)=[C:10]([Cl:13])[CH:11]=[CH:12][C:7]=1[N:5]([CH3:6])[C:3](=[O:4])[CH2:2][NH:1][C:50](=[O:51])[CH2:49][CH2:48][C:45]1[CH:46]=[CH:47][C:42]([C:40]([NH:39][CH2:38][CH2:37][O:36][CH3:35])=[O:41])=[CH:43][CH:44]=1, predict the reactants needed to synthesize it. The reactants are: [NH2:1][CH2:2][C:3]([N:5]([C:7]1[CH:12]=[CH:11][C:10]([Cl:13])=[C:9]([CH2:14][O:15][C:16]2[C:24]3[N:23]=[C:22]([O:25][CH3:26])[N:21]([CH2:27][C:28]4[CH:33]=[CH:32][CH:31]=[CH:30][N:29]=4)[C:20]=3[CH:19]=[CH:18][CH:17]=2)[C:8]=1[Cl:34])[CH3:6])=[O:4].[CH3:35][O:36][CH2:37][CH2:38][NH:39][C:40]([C:42]1[CH:47]=[CH:46][C:45]([CH2:48][CH2:49][C:50](O)=[O:51])=[CH:44][CH:43]=1)=[O:41].CN(C(ON1N=NC2C=CC=CC1=2)=[N+](C)C)C.[B-](F)(F)(F)F.C(NC(C)C)(C)C. (5) Given the product [CH:6]([C:5]1[CH:8]=[CH:9][C:2]([NH:22][CH:23]2[CH2:24][CH2:25][N:26]([C:29]([O:31][C:32]([CH3:35])([CH3:34])[CH3:33])=[O:30])[CH2:27][CH2:28]2)=[C:3]([N+:10]([O-:12])=[O:11])[CH:4]=1)=[O:7], predict the reactants needed to synthesize it. The reactants are: F[C:2]1[CH:9]=[CH:8][C:5]([CH:6]=[O:7])=[CH:4][C:3]=1[N+:10]([O-:12])=[O:11].CCN(C(C)C)C(C)C.[NH2:22][CH:23]1[CH2:28][CH2:27][N:26]([C:29]([O:31][C:32]([CH3:35])([CH3:34])[CH3:33])=[O:30])[CH2:25][CH2:24]1. (6) Given the product [Cl:36][CH2:2][CH2:3][CH:4]1[CH2:9][CH2:8][CH2:7][CH2:6][N:5]1[C:10]([O:12][C:13]([CH3:16])([CH3:15])[CH3:14])=[O:11], predict the reactants needed to synthesize it. The reactants are: O[CH2:2][CH2:3][CH:4]1[CH2:9][CH2:8][CH2:7][CH2:6][N:5]1[C:10]([O:12][C:13]([CH3:16])([CH3:15])[CH3:14])=[O:11].C1(P(C2C=CC=CC=2)C2C=CC=CC=2)C=CC=CC=1.[Cl:36]CC1CCN(C(OC(C)(C)C)=O)CC1.